This data is from Forward reaction prediction with 1.9M reactions from USPTO patents (1976-2016). The task is: Predict the product of the given reaction. The product is: [OH:15][C:13]1[N:26]=[C:25](/[CH:24]=[CH:23]/[C:17]2[CH:22]=[CH:21][CH:20]=[CH:19][CH:18]=2)[NH:27][C:9](=[O:11])[C:1]=1[CH2:2][CH2:3][C:4]([O:6][CH2:7][CH3:8])=[O:5]. Given the reactants [CH:1]([C:13]([O:15]C)=O)([C:9]([O:11]C)=O)[CH2:2][CH2:3][C:4]([O:6][CH2:7][CH3:8])=[O:5].[C:17]1(/[CH:23]=[CH:24]/[C:25](=[NH:27])[NH2:26])[CH:22]=[CH:21][CH:20]=[CH:19][CH:18]=1.C(N(CC)CC)C.C[O-].[Na+], predict the reaction product.